This data is from Catalyst prediction with 721,799 reactions and 888 catalyst types from USPTO. The task is: Predict which catalyst facilitates the given reaction. (1) Reactant: [ClH:1].C([O:4][C:5]([CH:7]1[CH2:12][CH2:11][N:10]([CH2:13][CH2:14][O:15][CH3:16])[CH2:9][CH2:8]1)=[O:6])C. Product: [ClH:1].[CH3:16][O:15][CH2:14][CH2:13][N:10]1[CH2:9][CH2:8][CH:7]([C:5]([OH:6])=[O:4])[CH2:12][CH2:11]1. The catalyst class is: 6. (2) Reactant: Cl[CH:2]([C:4]1[N:12]([CH2:13][C:14]2[CH:19]=[CH:18][C:17]([C:20]([F:23])([F:22])[F:21])=[CH:16][CH:15]=2)[C:11]2[C:6](=[N:7][C:8]([C:31]#[N:32])=[N:9][C:10]=2[NH:24][C@@H:25]([CH:27]2[CH2:30][CH2:29][CH2:28]2)[CH3:26])[N:5]=1)[CH3:3].C([O-])([O-])=O.[K+].[K+].[CH3:39][NH:40][CH2:41][CH:42]([CH3:44])[CH3:43]. Product: [CH:27]1([C@H:25]([NH:24][C:10]2[N:9]=[C:8]([C:31]#[N:32])[N:7]=[C:6]3[C:11]=2[N:12]([CH2:13][C:14]2[CH:19]=[CH:18][C:17]([C:20]([F:23])([F:21])[F:22])=[CH:16][CH:15]=2)[C:4]([CH:2]([N:40]([CH2:41][CH:42]([CH3:44])[CH3:43])[CH3:39])[CH3:3])=[N:5]3)[CH3:26])[CH2:28][CH2:29][CH2:30]1. The catalyst class is: 210. (3) Reactant: [Cl:1][C:2]1[N:3]([CH2:10][C@:11]2([CH3:14])[CH2:13][O:12]2)[CH:4]=[C:5]([N+:7]([O-:9])=[O:8])[N:6]=1.[N:15]1([N:21]=[CH:22][C:23]2[CH:28]=[CH:27][C:26]([C:29]([F:32])([F:31])[F:30])=[CH:25][CH:24]=2)[CH2:20][CH2:19][NH:18][CH2:17][CH2:16]1. Product: [Cl:1][C:2]1[N:3]([CH2:10][C@@:11]([CH3:14])([OH:12])[CH2:13][N:18]2[CH2:17][CH2:16][N:15]([N:21]=[CH:22][C:23]3[CH:24]=[CH:25][C:26]([C:29]([F:31])([F:32])[F:30])=[CH:27][CH:28]=3)[CH2:20][CH2:19]2)[CH:4]=[C:5]([N+:7]([O-:9])=[O:8])[N:6]=1. The catalyst class is: 3. (4) Reactant: [CH3:1][O:2][C:3]1[CH:4]=[CH:5][C:6]2[N:7]([CH:9]=[C:10]([C:12]3[CH:17]=[CH:16][C:15]([CH3:18])=[C:14]([N+:19]([O-])=O)[CH:13]=3)[N:11]=2)[N:8]=1.CC(O)=O. Product: [CH3:1][O:2][C:3]1[CH:4]=[CH:5][C:6]2[N:7]([CH:9]=[C:10]([C:12]3[CH:17]=[CH:16][C:15]([CH3:18])=[C:14]([CH:13]=3)[NH2:19])[N:11]=2)[N:8]=1. The catalyst class is: 190. (5) Reactant: [ClH:1].O1CCOCC1.C(OC(=O)[N:14]([C:23]1[CH:28]=[CH:27][C:26]([O:29][C:30]2[C:39]3[C:34](=[CH:35][C:36]([O:40]C)=[CH:37][CH:38]=3)[CH:33]=[CH:32][C:31]=2[C:42]2[CH:47]=[CH:46][C:45]([S:48]([CH3:51])(=[O:50])=[O:49])=[CH:44][CH:43]=2)=[CH:25][CH:24]=1)[CH2:15][CH2:16][N:17]1[CH2:22][CH2:21][CH2:20][CH2:19][CH2:18]1)(C)(C)C.B(Br)(Br)Br.C(=O)(O)[O-].[Na+]. Product: [ClH:1].[ClH:1].[CH3:51][S:48]([C:45]1[CH:44]=[CH:43][C:42]([C:31]2[C:30]([O:29][C:26]3[CH:27]=[CH:28][C:23]([NH:14][CH2:15][CH2:16][N:17]4[CH2:22][CH2:21][CH2:20][CH2:19][CH2:18]4)=[CH:24][CH:25]=3)=[C:39]3[C:34](=[CH:33][CH:32]=2)[CH:35]=[C:36]([OH:40])[CH:37]=[CH:38]3)=[CH:47][CH:46]=1)(=[O:50])=[O:49]. The catalyst class is: 4. (6) Reactant: CO.Cl[C:4]1[C:9]([N+:10]([O-:12])=[O:11])=[CH:8][CH:7]=[C:6]([Cl:13])[N:5]=1.C(N(CC)CC)C.[C:21]([C:25]1[CH:31]=[CH:30][C:28]([NH2:29])=[CH:27][CH:26]=1)([CH3:24])([CH3:23])[CH3:22]. Product: [C:21]([C:25]1[CH:26]=[CH:27][C:28]([NH:29][C:4]2[C:9]([N+:10]([O-:12])=[O:11])=[CH:8][CH:7]=[C:6]([Cl:13])[N:5]=2)=[CH:30][CH:31]=1)([CH3:24])([CH3:22])[CH3:23]. The catalyst class is: 6. (7) Reactant: [Si]([O:8][C@H:9]([CH3:39])[C@@H:10]([NH:26][C:27]1[CH:34]=[CH:33][C:30]([C:31]#[N:32])=[C:29]([C:35]([F:38])([F:37])[F:36])[CH:28]=1)[C:11]1[O:12][C:13]([C:16]2[CH:21]=[CH:20][C:19]([S:22]([CH3:25])(=[O:24])=[O:23])=[CH:18][CH:17]=2)=[N:14][N:15]=1)(C(C)(C)C)(C)C.CCCC[N+](CCCC)(CCCC)CCCC.[F-]. Product: [OH:8][C@H:9]([CH3:39])[C@@H:10]([NH:26][C:27]1[CH:34]=[CH:33][C:30]([C:31]#[N:32])=[C:29]([C:35]([F:36])([F:37])[F:38])[CH:28]=1)[C:11]1[O:12][C:13]([C:16]2[CH:17]=[CH:18][C:19]([S:22]([CH3:25])(=[O:24])=[O:23])=[CH:20][CH:21]=2)=[N:14][N:15]=1. The catalyst class is: 1.